Dataset: Reaction yield outcomes from USPTO patents with 853,638 reactions. Task: Predict the reaction yield, written as a fraction of the theoretical maximum amount of product (1.0 means a 100% yield; for example, 0.34 means a 34% yield). (1) The reactants are C(NC(C)C)(C)C.C([Li])CCC.C(N(C(C)C)[Li])(C)C.[CH3:21][CH:22]1[CH2:27][CH2:26][C:25](=[O:28])[CH2:24][CH2:23]1.[CH3:29][Si:30](Cl)([CH3:32])[CH3:31].C(=O)(O)[O-].[Na+]. The catalyst is C1COCC1. The product is [CH3:21][CH:22]1[CH2:27][CH2:26][C:25]([O:28][Si:30]([CH3:32])([CH3:31])[CH3:29])=[CH:24][CH2:23]1. The yield is 0.960. (2) The product is [Cl:1][C:2]1[C:3]2[CH:20]=[CH:19][CH:18]=[CH:17][C:4]=2[S:5][C:6]=1[C:7]([N:9]([C:10]1[CH:15]=[CH:14][CH:13]=[C:12]([F:16])[CH:11]=1)[CH3:24])=[O:8]. The reactants are [Cl:1][C:2]1[C:3]2[CH:20]=[CH:19][CH:18]=[CH:17][C:4]=2[S:5][C:6]=1[C:7]([NH:9][C:10]1[CH:15]=[CH:14][CH:13]=[C:12]([F:16])[CH:11]=1)=[O:8].[H-].[Na+].I[CH3:24]. The catalyst is CN(C=O)C. The yield is 0.770.